Predict the reaction yield, written as a fraction of the theoretical maximum amount of product (1.0 means a 100% yield; for example, 0.34 means a 34% yield). From a dataset of Reaction yield outcomes from USPTO patents with 853,638 reactions. (1) The reactants are [N+:1]([CH2:4][CH2:5][C:6]1[CH:7]=[CH:8][C:9]([O:12][C:13]2[CH:14]=[N:15][CH:16]=[CH:17][CH:18]=2)=[N:10][CH:11]=1)([O-:3])=O.C[O-].[Li+].[C:22]([C:24]1[C:25]([NH2:31])=[N:26][C:27]([NH2:30])=[CH:28][CH:29]=1)#[CH:23].C(N(CC)CC)C. The catalyst is ClCCl.[Ti](Cl)(Cl)(Cl)Cl.O.CS(C)=O.O1CCCC1.CO. The product is [N:15]1[CH:16]=[CH:17][CH:18]=[C:13]([O:12][C:9]2[N:10]=[CH:11][C:6]([CH2:5][C:4]3[CH:23]=[C:22]([C:24]4[C:25]([NH2:31])=[N:26][C:27]([NH2:30])=[CH:28][CH:29]=4)[O:3][N:1]=3)=[CH:7][CH:8]=2)[CH:14]=1. The yield is 0.0900. (2) The reactants are C([Sn](CCCC)(CCCC)[C:6]1[C:7]([CH3:20])=[N:8][N:9]([C:11]2[CH:16]=[CH:15][C:14]([N:17]([CH3:19])[CH3:18])=[CH:13][CH:12]=2)[CH:10]=1)CCC.[I:29]I.OS([O-])=O.[Na+].[F-].[K+]. The catalyst is C(Cl)(Cl)Cl.C(OCC)(=O)C.CCCCCC. The product is [I:29][C:6]1[C:7]([CH3:20])=[N:8][N:9]([C:11]2[CH:16]=[CH:15][C:14]([N:17]([CH3:19])[CH3:18])=[CH:13][CH:12]=2)[CH:10]=1. The yield is 0.554. (3) The reactants are [N:1]1[CH:6]=[C:5]([C:7]([OH:9])=[O:8])[CH:4]=C(C(O)=O)[CH:2]=1.C[O:14][C:15]([O:18][CH3:19])([CH3:17])C.[ClH:20].[CH3:21]O. No catalyst specified. The product is [ClH:20].[CH3:21][O:9][C:7]([C:5]1[CH:6]=[N:1][CH:2]=[C:17]([C:15]([O:18][CH3:19])=[O:14])[CH:4]=1)=[O:8]. The yield is 0.860. (4) The reactants are [F:1][C:2]1[CH:7]=[CH:6][C:5]([OH:8])=[CH:4][CH:3]=1.[C:9](O)([CH3:12])([CH3:11])[CH3:10].S(=O)(=O)(O)O. The catalyst is C(Cl)Cl. The product is [C:9]([C:6]1[CH:7]=[C:2]([F:1])[CH:3]=[CH:4][C:5]=1[OH:8])([CH3:12])([CH3:11])[CH3:10]. The yield is 0.420. (5) The reactants are [CH3:1][O:2][C:3]1[CH:4]=[C:5]([N:10]([CH2:24][CH2:25][C:26]2[CH:27]=[N:28][C:29]([C:32]([F:35])([F:34])[F:33])=[CH:30][CH:31]=2)[C:11]([C@@H:13]([O:20]C(=O)C)[C:14]2[CH:19]=[CH:18][CH:17]=[CH:16][CH:15]=2)=[O:12])[CH:6]=[CH:7][C:8]=1[CH3:9].O.[OH-].[Li+]. The catalyst is O1CCCC1.O. The product is [OH:20][C@@H:13]([C:14]1[CH:15]=[CH:16][CH:17]=[CH:18][CH:19]=1)[C:11]([N:10]([C:5]1[CH:6]=[CH:7][C:8]([CH3:9])=[C:3]([O:2][CH3:1])[CH:4]=1)[CH2:24][CH2:25][C:26]1[CH:27]=[N:28][C:29]([C:32]([F:33])([F:34])[F:35])=[CH:30][CH:31]=1)=[O:12]. The yield is 0.0900.